From a dataset of Full USPTO retrosynthesis dataset with 1.9M reactions from patents (1976-2016). Predict the reactants needed to synthesize the given product. (1) Given the product [OH:7][C:4]1[CH:5]=[CH:6][C:1]([OH:8])=[CH:2][C:3]=1[P:15](=[O:22])([C:16]1[CH:17]=[CH:18][CH:19]=[CH:20][CH:21]=1)[C:9]1[CH:14]=[CH:13][CH:12]=[CH:11][CH:10]=1, predict the reactants needed to synthesize it. The reactants are: [C:1]1(=[O:8])[CH:6]=[CH:5][C:4](=[O:7])[CH:3]=[CH:2]1.[C:9]1([PH:15](=[O:22])[C:16]2[CH:21]=[CH:20][CH:19]=[CH:18][CH:17]=2)[CH:14]=[CH:13][CH:12]=[CH:11][CH:10]=1. (2) The reactants are: C1(C2N=NC(NNC(=O)CC3C=C4C(=CC=3)N=CC=C4)=NC=2)C=CC=CC=1.[CH3:28][O:29][C:30]([C:32]1[CH:37]=[CH:36][C:35]([C:38]2[N:43]=[N:42][C:41]([NH:44][NH:45][C:46](=O)[CH2:47][O:48][C:49]3[C:58]4[C:53](=[CH:54][CH:55]=[CH:56][CH:57]=4)[N:52]=[CH:51][CH:50]=3)=[N:40][CH:39]=2)=[CH:34][CH:33]=1)=[O:31]. Given the product [N:52]1[C:53]2[C:58](=[CH:57][CH:56]=[CH:55][CH:54]=2)[C:49]([O:48][CH2:47][C:46]2[N:42]3[N:43]=[C:38]([C:35]4[CH:36]=[CH:37][C:32]([C:30]([O:29][CH3:28])=[O:31])=[CH:33][CH:34]=4)[CH:39]=[N:40][C:41]3=[N:44][N:45]=2)=[CH:50][CH:51]=1, predict the reactants needed to synthesize it. (3) Given the product [Cl:19][C:3]1[C:2]([I:1])=[CH:11][C:10]2[C:5]([CH:4]=1)=[CH:6][C:7]([O:12][CH3:13])=[CH:8][CH:9]=2, predict the reactants needed to synthesize it. The reactants are: [I:1][C:2]1[C:3](N)=[CH:4][C:5]2[C:10]([CH:11]=1)=[CH:9][CH:8]=[C:7]([O:12][CH3:13])[CH:6]=2.N([O-])=O.[Na+].[ClH:19]. (4) Given the product [CH3:15][C:9]1[CH:8]=[C:7]2[C:12](=[CH:11][CH:10]=1)[N:4]([CH2:1][CH2:2][CH3:3])[C:5](=[O:14])[C:6]2=[O:13], predict the reactants needed to synthesize it. The reactants are: [CH2:1]([N:4]1[C:12]2[C:7](=[CH:8][CH:9]=[CH:10][CH:11]=2)[C:6](=[O:13])[C:5]1=[O:14])[CH2:2][CH3:3].[CH3:15]C1C=C2C(=CC=1)NC(=O)C2=O.BrCCC.